This data is from Full USPTO retrosynthesis dataset with 1.9M reactions from patents (1976-2016). The task is: Predict the reactants needed to synthesize the given product. (1) Given the product [O:40]1[C:41]2[CH:47]=[CH:46][CH:45]=[CH:44][C:42]=2[N:43]=[C:39]1[NH:23][C@@H:18]1[CH2:19][CH2:20][CH2:21][CH2:22][C@H:17]1[NH:16][C@H:12]1[CH2:13][CH2:14][CH2:15][N:10]([C:7]2[CH:6]=[CH:5][C:4]([N+:1]([O-:3])=[O:2])=[CH:9][CH:8]=2)[CH2:11]1, predict the reactants needed to synthesize it. The reactants are: [N+:1]([C:4]1[CH:9]=[CH:8][C:7]([N:10]2[CH2:15][CH2:14][CH2:13][CH:12]([NH:16][C@@H:17]3[CH2:22][CH2:21][CH2:20][CH2:19][C@H:18]3[NH2:23])[CH2:11]2)=[CH:6][CH:5]=1)([O-:3])=[O:2].CN(C=O)C.C(N(C(C)C)CC)(C)C.Cl[C:39]1[O:40][C:41]2[CH:47]=[CH:46][CH:45]=[CH:44][C:42]=2[N:43]=1. (2) Given the product [ClH:42].[ClH:42].[OH:60][CH:57]1[CH2:58][CH2:59][N:54]([CH2:53][CH2:52][N:12]2[CH2:17][CH2:16][CH:15]([NH:18][C:19]([C:21]3[NH:22][C:23]4[C:28]([CH:29]=3)=[C:27]([O:30][CH2:31][C:32]3[C:36]5[CH:37]=[C:38]([F:41])[CH:39]=[CH:40][C:35]=5[O:34][CH:33]=3)[CH:26]=[CH:25][CH:24]=4)=[O:20])[CH2:14][CH2:13]2)[CH2:55][CH2:56]1, predict the reactants needed to synthesize it. The reactants are: [C@H]1(C[N:12]2[CH2:17][CH2:16][CH:15]([NH:18][C:19]([C:21]3[NH:22][C:23]4[C:28]([CH:29]=3)=[C:27]([O:30][CH2:31][C:32]3[C:36]5[CH:37]=[C:38]([F:41])[CH:39]=[CH:40][C:35]=5[O:34][CH:33]=3)[CH:26]=[CH:25][CH:24]=4)=[O:20])[CH2:14][CH2:13]2)[C@@H]2N(CCCC2)CCC1.[ClH:42].Cl.Cl.NC1CCN([CH2:52][CH2:53][N:54]2[CH2:59][CH2:58][CH:57]([OH:60])[CH2:56][CH2:55]2)CC1. (3) Given the product [C:14]([C:7]1[C:6]([OH:16])=[C:5]([OH:4])[CH:10]=[C:9]([C:11]#[N:12])[C:8]=1[C:28]1[CH:29]=[CH:30][C:25]([C:23]([N:22]([CH2:34][CH3:35])[CH2:20][CH3:21])=[O:24])=[CH:26][CH:27]=1)#[N:15], predict the reactants needed to synthesize it. The reactants are: C([O:4][C:5]1[CH:10]=[C:9]([C:11]#[N:12])[C:8](Br)=[C:7]([C:14]#[N:15])[C:6]=1[O:16]C(=O)C)(=O)C.[CH2:20]([N:22]([CH2:34][CH3:35])[C:23]([C:25]1[CH:30]=[CH:29][C:28](B(O)O)=[CH:27][CH:26]=1)=[O:24])[CH3:21]. (4) Given the product [OH:1][C:2]1[C:9]([N+:14]([O-:16])=[O:15])=[CH:8][C:5]([CH:6]=[O:7])=[CH:4][C:3]=1[O:10][CH2:11][CH2:12][OH:13], predict the reactants needed to synthesize it. The reactants are: [OH:1][C:2]1[CH:9]=[CH:8][C:5]([CH:6]=[O:7])=[CH:4][C:3]=1[O:10][CH2:11][CH2:12][OH:13].[N+:14]([O-])([OH:16])=[O:15].CCO.